This data is from Catalyst prediction with 721,799 reactions and 888 catalyst types from USPTO. The task is: Predict which catalyst facilitates the given reaction. (1) Reactant: [N:1]1([C:7]([CH:9]2[CH2:14][NH:13][CH2:12][CH2:11][N:10]2[C:15]([O:17][CH2:18][C:19]2[CH:24]=[CH:23][CH:22]=[CH:21][CH:20]=2)=[O:16])=[O:8])[CH2:6][CH2:5][O:4][CH2:3][CH2:2]1.O=[C:26]1[CH2:31][CH2:30][N:29]([C:32]([O:34][C:35]([CH3:38])([CH3:37])[CH3:36])=[O:33])[CH2:28][CH2:27]1.C(O)(=O)C.C(O[BH-](OC(=O)C)OC(=O)C)(=O)C.[Na+]. Product: [C:35]([O:34][C:32]([N:29]1[CH2:30][CH2:31][CH:26]([N:13]2[CH2:12][CH2:11][N:10]([C:15]([O:17][CH2:18][C:19]3[CH:24]=[CH:23][CH:22]=[CH:21][CH:20]=3)=[O:16])[CH:9]([C:7]([N:1]3[CH2:6][CH2:5][O:4][CH2:3][CH2:2]3)=[O:8])[CH2:14]2)[CH2:27][CH2:28]1)=[O:33])([CH3:38])([CH3:36])[CH3:37]. The catalyst class is: 1. (2) The catalyst class is: 1. Reactant: [Cl:1][C:2]1[CH:7]=[CH:6][C:5]([C:8]2[N:9]=[C:10]([C:13]([OH:15])=O)[S:11][CH:12]=2)=[CH:4][CH:3]=1.C1N=CN(C(N2C=NC=C2)=O)C=1.[O:28]([C:35]1[CH:36]=[C:37]([CH:41]=[CH:42][CH:43]=1)[CH2:38][CH2:39][NH2:40])[C:29]1[CH:34]=[CH:33][CH:32]=[CH:31][CH:30]=1. Product: [O:28]([C:35]1[CH:36]=[C:37]([CH2:38][CH2:39][NH:40][C:13]([C:10]2[S:11][CH:12]=[C:8]([C:5]3[CH:4]=[CH:3][C:2]([Cl:1])=[CH:7][CH:6]=3)[N:9]=2)=[O:15])[CH:41]=[CH:42][CH:43]=1)[C:29]1[CH:30]=[CH:31][CH:32]=[CH:33][CH:34]=1.